Dataset: Catalyst prediction with 721,799 reactions and 888 catalyst types from USPTO. Task: Predict which catalyst facilitates the given reaction. Reactant: [CH3:1][O:2][C:3]1[CH:8]=[CH:7][CH:6]=[C:5]([C:9]([F:12])([F:11])[F:10])[C:4]=1[CH2:13]O.S(Cl)([Cl:17])=O. Product: [Cl:17][CH2:13][C:4]1[C:5]([C:9]([F:12])([F:11])[F:10])=[CH:6][CH:7]=[CH:8][C:3]=1[O:2][CH3:1]. The catalyst class is: 22.